Dataset: Forward reaction prediction with 1.9M reactions from USPTO patents (1976-2016). Task: Predict the product of the given reaction. (1) The product is: [CH:1]([C:3]1[CH:8]=[CH:7][C:6]([S:9]([NH:18][CH2:19][C:20]([OH:22])([CH3:23])[CH3:21])(=[O:11])=[O:10])=[CH:5][CH:4]=1)=[O:2]. Given the reactants [CH:1]([C:3]1[CH:8]=[CH:7][C:6]([S:9](Cl)(=[O:11])=[O:10])=[CH:5][CH:4]=1)=[O:2].C([O-])(O)=O.[Na+].[NH2:18][CH2:19][C:20]([CH3:23])([OH:22])[CH3:21], predict the reaction product. (2) Given the reactants [CH3:1][C:2]([C:4]1[CH:9]=[CH:8][C:7]([Cl:10])=[C:6]([N+:11]([O-])=O)[CH:5]=1)=[O:3].O.O.[Sn](Cl)(Cl)(Cl)Cl.[OH-].[NH4+], predict the reaction product. The product is: [C:2]([C:4]1[CH:9]=[CH:8][C:7]([Cl:10])=[C:6]([NH:11][C:4]2[CH:9]=[CH:8][CH:7]=[CH:6][CH:5]=2)[CH:5]=1)(=[O:3])[CH3:1]. (3) The product is: [C:14]12([C:24]3[CH:25]=[C:26]([C:32]4[CH:39]=[CH:38][C:35]([CH:36]=[C:44]5[S:40][C:41](=[O:46])[NH:42][C:43]5=[O:45])=[CH:34][CH:33]=4)[CH:27]=[CH:28][C:29]=3[O:30][CH3:31])[CH2:21][CH:20]3[CH2:19][CH:18]([CH2:17][CH:16]([CH2:22]3)[CH2:15]1)[CH2:23]2. Given the reactants C1(C)C=CC=CC=1.N1CCCCC1.[C:14]12([C:24]3[CH:25]=[C:26]([C:32]4[CH:39]=[CH:38][C:35]([CH:36]=O)=[CH:34][CH:33]=4)[CH:27]=[CH:28][C:29]=3[O:30][CH3:31])[CH2:23][CH:18]3[CH2:19][CH:20]([CH2:22][CH:16]([CH2:17]3)[CH2:15]1)[CH2:21]2.[S:40]1[CH2:44][C:43](=[O:45])[NH:42][C:41]1=[O:46], predict the reaction product. (4) Given the reactants [CH:1]1[C:6]([C:7]([CH2:9]Br)=[O:8])=[CH:5][CH:4]=[C:3]([F:11])[CH:2]=1.[N-:12]=[N+]=[N-].[Na+].Cl.[CH:17]([O-:19])=O.[Na+].C(OC(=O)C)(=O)C, predict the reaction product. The product is: [F:11][C:3]1[CH:4]=[CH:5][C:6]([C:7](=[O:8])[CH2:9][NH:12][CH:17]=[O:19])=[CH:1][CH:2]=1. (5) Given the reactants C(O)C(O)C[O:4][CH2:5][CH:6]([OH:9])[CH2:7][OH:8].[OH:12][C:13]([CH2:15][CH2:16][CH2:17][CH2:18][CH2:19][CH2:20][CH2:21][CH2:22][CH3:23])=[O:14], predict the reaction product. The product is: [OH:14][C:13]([CH2:15][CH2:16][CH2:17][CH2:18][CH2:19][CH2:20][CH2:21][CH2:22][CH3:23])=[O:12].[OH:4][CH2:5][CH:6]([CH2:7][OH:8])[OH:9].[OH:4][CH2:5][CH:6]([CH2:7][OH:8])[OH:9]. (6) Given the reactants I[C:2]1[C:3](=[O:31])[N:4]([CH2:23][CH2:24][C:25]2[CH:30]=[CH:29][CH:28]=[CH:27][CH:26]=2)[C:5]([C:9]2[CH:14]=[CH:13][CH:12]=[CH:11][C:10]=2[O:15]CC2C=CC=CC=2)=[N:6][C:7]=1[CH3:8].[F:32][C:33]([F:44])([F:43])[C:34]1[CH:39]=[CH:38][C:37](B(O)O)=[CH:36][CH:35]=1.S1C=CC(B(O)O)=C1, predict the reaction product. The product is: [OH:15][C:10]1[CH:11]=[CH:12][CH:13]=[CH:14][C:9]=1[C:5]1[N:4]([CH2:23][CH2:24][C:25]2[CH:30]=[CH:29][CH:28]=[CH:27][CH:26]=2)[C:3](=[O:31])[C:2]([C:37]2[CH:38]=[CH:39][C:34]([C:33]([F:44])([F:43])[F:32])=[CH:35][CH:36]=2)=[C:7]([CH3:8])[N:6]=1.